From a dataset of Catalyst prediction with 721,799 reactions and 888 catalyst types from USPTO. Predict which catalyst facilitates the given reaction. (1) Reactant: [Cl:1][C:2]1[N:3]=[C:4](Cl)[C:5]2[C:10]([Cl:11])=[CH:9][N:8]([CH2:12][O:13][CH2:14][CH2:15][Si:16]([CH3:19])([CH3:18])[CH3:17])[C:6]=2[N:7]=1.[NH2:21][C:22]1[CH:31]=[CH:30][CH:29]=[CH:28][C:23]=1[C:24]([NH:26][CH3:27])=[O:25]. Product: [Cl:1][C:2]1[N:3]=[C:4]([NH:21][C:22]2[CH:31]=[CH:30][CH:29]=[CH:28][C:23]=2[C:24]([NH:26][CH3:27])=[O:25])[C:5]2[C:10]([Cl:11])=[CH:9][N:8]([CH2:12][O:13][CH2:14][CH2:15][Si:16]([CH3:19])([CH3:18])[CH3:17])[C:6]=2[N:7]=1. The catalyst class is: 3. (2) Product: [Cl:32][C:26]1[CH:27]=[CH:28][C:29]([Cl:31])=[CH:30][C:25]=1[S:22]([N:19]1[CH2:20][CH2:21][CH:16]([C:13]2[C:12]3[C:7](=[CH:8][CH:9]=[C:10]([F:33])[CH:11]=3)[CH:6]=[C:5]([CH2:4][C:3]([OH:34])=[O:2])[C:14]=2[CH3:15])[CH2:17][CH2:18]1)(=[O:24])=[O:23]. Reactant: C[O:2][C:3](=[O:34])[CH2:4][C:5]1[C:14]([CH3:15])=[C:13]([CH:16]2[CH2:21][CH2:20][N:19]([S:22]([C:25]3[CH:30]=[C:29]([Cl:31])[CH:28]=[CH:27][C:26]=3[Cl:32])(=[O:24])=[O:23])[CH2:18][CH2:17]2)[C:12]2[C:7](=[CH:8][CH:9]=[C:10]([F:33])[CH:11]=2)[CH:6]=1.O.[OH-].[Li+].Cl. The catalyst class is: 20. (3) Reactant: [Br:1][C:2]1[CH:11]=[C:10]2[C:5]([C:6]([CH3:14])([CH3:13])[CH2:7][CH2:8][C:9]2=O)=[CH:4][CH:3]=1.[C:15]([Mg]Cl)([CH3:18])([CH3:17])[CH3:16].CO.C1(C)C=CC(S(O)(=O)=O)=CC=1. Product: [Br:1][C:2]1[CH:11]=[C:10]2[C:5]([C:6]([CH3:14])([CH3:13])[CH2:7][CH:8]=[C:9]2[C:15]([CH3:18])([CH3:17])[CH3:16])=[CH:4][CH:3]=1. The catalyst class is: 1. (4) Reactant: Br[C:2]1[CH:3]=[C:4]([CH:10]=[CH:11][CH:12]=1)[C:5]([O:7][CH2:8][CH3:9])=[O:6].[OH:13][CH:14]1[CH2:19][CH2:18][NH:17][CH2:16][CH2:15]1.C(=O)([O-])[O-].[Cs+].[Cs+].C1C=CC(P(C2C=CC3C(=CC=CC=3)C=2C2C3C(=CC=CC=3)C=CC=2P(C2C=CC=CC=2)C2C=CC=CC=2)C2C=CC=CC=2)=CC=1.[Cl-].[NH4+]. Product: [OH:13][CH:14]1[CH2:19][CH2:18][N:17]([C:2]2[CH:3]=[C:4]([CH:10]=[CH:11][CH:12]=2)[C:5]([O:7][CH2:8][CH3:9])=[O:6])[CH2:16][CH2:15]1. The catalyst class is: 487.